From a dataset of Reaction yield outcomes from USPTO patents with 853,638 reactions. Predict the reaction yield, written as a fraction of the theoretical maximum amount of product (1.0 means a 100% yield; for example, 0.34 means a 34% yield). (1) The reactants are C[O:2][C:3]1[C:12]([C:13]2[S:14][CH:15]=[CH:16][CH:17]=2)=[CH:11][C:10]2[N:9]=[C:8]([C:18]3[S:19][CH:20]=[CH:21][CH:22]=3)[CH:7]=[N:6][C:5]=2[C:4]=1[C:23]([O:25]C)=[O:24].B(Br)(Br)Br. The catalyst is ClCCl. The product is [OH:2][C:3]1[C:12]([C:13]2[S:14][CH:15]=[CH:16][CH:17]=2)=[CH:11][C:10]2[N:9]=[C:8]([C:18]3[S:19][CH:20]=[CH:21][CH:22]=3)[CH:7]=[N:6][C:5]=2[C:4]=1[C:23]([OH:25])=[O:24]. The yield is 0.694. (2) The reactants are [CH2:1]([O:3][P:4]([CH2:9][C:10]1[CH:11]=[N:12][C:13]([N+:18]([O-])=O)=[C:14]([O:16][CH3:17])[CH:15]=1)(=[O:8])[O:5][CH2:6][CH3:7])[CH3:2]. The catalyst is CO.[Pd]. The product is [CH2:1]([O:3][P:4]([CH2:9][C:10]1[CH:11]=[N:12][C:13]([NH2:18])=[C:14]([O:16][CH3:17])[CH:15]=1)(=[O:8])[O:5][CH2:6][CH3:7])[CH3:2]. The yield is 0.920. (3) The reactants are C(O[C:4]1[C:5](=[O:12])[C:6](=[O:11])[C:7]=1[O:8][CH2:9][CH3:10])C.[CH:13]1([NH2:16])[CH2:15][CH2:14]1.C(N(CC)CC)C. The catalyst is CCO. The product is [CH:13]1([NH:16][C:4]2[C:5](=[O:12])[C:6](=[O:11])[C:7]=2[O:8][CH2:9][CH3:10])[CH2:15][CH2:14]1. The yield is 0.200. (4) The catalyst is C1COCC1.C1C=CC(P(C2C=CC=CC=2)[C-]2C=CC=C2)=CC=1.C1C=CC(P(C2C=CC=CC=2)[C-]2C=CC=C2)=CC=1.Cl[Pd]Cl.[Fe+2]. The reactants are [F:1][C:2]1[CH:7]=[CH:6][C:5]([C@:8]2([CH2:32][CH2:33][CH2:34][OH:35])[O:13][C:12](=[O:14])[N:11]([C@H:15]([C:17]3[CH:22]=[CH:21][C:20](B4OC(C)(C)C(C)(C)O4)=[CH:19][CH:18]=3)[CH3:16])[CH2:10][CH2:9]2)=[CH:4][CH:3]=1.[Cl:36][C:37]1[CH:42]=[C:41](Cl)[N:40]=[CH:39][N:38]=1.C([O-])([O-])=O.[Cs+].[Cs+]. The product is [Cl:36][C:37]1[N:38]=[CH:39][N:40]=[C:41]([C:20]2[CH:21]=[CH:22][C:17]([C@@H:15]([N:11]3[CH2:10][CH2:9][C@@:8]([C:5]4[CH:6]=[CH:7][C:2]([F:1])=[CH:3][CH:4]=4)([CH2:32][CH2:33][CH2:34][OH:35])[O:13][C:12]3=[O:14])[CH3:16])=[CH:18][CH:19]=2)[CH:42]=1. The yield is 0.680. (5) The product is [C:1]1([S:7][C:8]2[CH:9]=[C:10]([CH:23]=[CH:24][CH:25]=2)[CH2:11][NH2:12])[CH:6]=[CH:5][CH:4]=[CH:3][CH:2]=1. The catalyst is C(O)C. The reactants are [C:1]1([S:7][C:8]2[CH:9]=[C:10]([CH:23]=[CH:24][CH:25]=2)[CH2:11][N:12]2C(=O)C3C(=CC=CC=3)C2=O)[CH:6]=[CH:5][CH:4]=[CH:3][CH:2]=1.O.NN.O. The yield is 0.980. (6) The reactants are [CH3:1][C:2]1[NH:3][C:4]2[C:9]([C:10]=1[CH:11]=O)=[CH:8][C:7]([N+:13]([O-:15])=[O:14])=[CH:6][CH:5]=2.Cl.[NH2:17]O.C(OC(=O)C)(=O)C. The catalyst is C(O)=O.CN(C=O)C.O. The product is [CH3:1][C:2]1[NH:3][C:4]2[C:9]([C:10]=1[C:11]#[N:17])=[CH:8][C:7]([N+:13]([O-:15])=[O:14])=[CH:6][CH:5]=2. The yield is 0.890. (7) The reactants are [CH3:1][CH:2]([OH:9])[CH2:3][CH2:4][CH2:5][CH2:6][CH2:7][CH3:8].ClC(Cl)(O[C:14](=[O:20])[O:15][C:16](Cl)(Cl)Cl)Cl.N1C=CC=CC=1.[F:28][C:29]1[CH:36]=C(O)[CH:34]=[C:33]([F:38])[C:30]=1[CH:31]=[O:32]. The catalyst is C(Cl)Cl.O.C1COCC1. The product is [C:14](=[O:20])([O:9][CH:2]([CH2:3][CH2:4][CH2:5][CH2:6][CH2:7][CH3:8])[CH3:1])[O:15][C:16]1[CH:36]=[C:29]([F:28])[C:30]([CH:31]=[O:32])=[C:33]([F:38])[CH:34]=1. The yield is 0.460. (8) The reactants are [Si:1]([O:8]S(C(F)(F)F)(=O)=O)([C:4]([CH3:7])([CH3:6])[CH3:5])([CH3:3])[CH3:2].O[C@@H:17]1[N:23]([C:24]([O:26][CH2:27][CH:28]=[CH2:29])=[O:25])[C:22]2[CH:30]=[C:31]([O:36][Si:37]([CH:44]([CH3:46])[CH3:45])([CH:41]([CH3:43])[CH3:42])[CH:38]([CH3:40])[CH3:39])[C:32]([O:34][CH3:35])=[CH:33][C:21]=2[C:20](=[O:47])[N:19]2[CH:48]=[C:49]([CH3:51])[CH2:50][C@@H:18]12.N1C(C)=CC=CC=1C. The catalyst is ClCCl. The product is [Si:1]([O:8][C@@H:17]1[N:23]([C:24]([O:26][CH2:27][CH:28]=[CH2:29])=[O:25])[C:22]2[CH:30]=[C:31]([O:36][Si:37]([CH:41]([CH3:42])[CH3:43])([CH:44]([CH3:46])[CH3:45])[CH:38]([CH3:39])[CH3:40])[C:32]([O:34][CH3:35])=[CH:33][C:21]=2[C:20](=[O:47])[N:19]2[CH:48]=[C:49]([CH3:51])[CH2:50][C@@H:18]12)([C:4]([CH3:7])([CH3:6])[CH3:5])([CH3:3])[CH3:2]. The yield is 0.850. (9) The reactants are [Li]CCCC.C[Si]([NH:10][Si](C)(C)C)(C)C.[F:15][C:16]1[CH:23]=[CH:22][CH:21]=[C:20]([F:24])[C:17]=1[C:18]#[N:19].Cl. The catalyst is C1COCC1. The product is [F:15][C:16]1[CH:23]=[CH:22][CH:21]=[C:20]([F:24])[C:17]=1[C:18](=[NH:10])[NH2:19]. The yield is 0.490.